This data is from Reaction yield outcomes from USPTO patents with 853,638 reactions. The task is: Predict the reaction yield, written as a fraction of the theoretical maximum amount of product (1.0 means a 100% yield; for example, 0.34 means a 34% yield). The reactants are [NH:1]1[CH2:6][CH2:5][CH2:4][CH2:3][CH:2]1[CH2:7][OH:8].C(N(CC)CC)C.[Cl:16][C:17]1[CH:22]=[CH:21][CH:20]=[C:19]([CH3:23])[C:18]=1[S:24](Cl)(=[O:26])=[O:25].Cl. The catalyst is C(Cl)Cl. The yield is 0.900. The product is [Cl:16][C:17]1[CH:22]=[CH:21][CH:20]=[C:19]([CH3:23])[C:18]=1[S:24]([N:1]1[CH2:6][CH2:5][CH2:4][CH2:3][CH:2]1[CH2:7][OH:8])(=[O:25])=[O:26].